This data is from Forward reaction prediction with 1.9M reactions from USPTO patents (1976-2016). The task is: Predict the product of the given reaction. (1) Given the reactants [F:1][C:2]1[CH:27]=[CH:26][CH:25]=[C:24]([F:28])[C:3]=1[CH2:4][O:5][C:6]1[C:7]2[N:8]([C:12]([C:16]([NH:18][CH:19]([CH2:22][OH:23])[CH2:20][OH:21])=[O:17])=[C:13]([CH3:15])[N:14]=2)[CH:9]=[CH:10][CH:11]=1.I[CH2:30][CH:31]([CH3:33])[CH3:32], predict the reaction product. The product is: [F:1][C:2]1[CH:27]=[CH:26][CH:25]=[C:24]([F:28])[C:3]=1[CH2:4][O:5][C:6]1[C:7]2[N:8]([C:12]([C:16]([NH:18][CH:19]([CH2:22][O:23][CH2:30][CH:31]([CH3:33])[CH3:32])[CH2:20][OH:21])=[O:17])=[C:13]([CH3:15])[N:14]=2)[CH:9]=[CH:10][CH:11]=1. (2) The product is: [ClH:1].[Cl:8][CH2:7][C:6]1[N:23]([CH2:24][CH3:25])[C:18]2[CH:19]=[N:20][CH:21]=[CH:22][C:17]=2[N:16]=1. Given the reactants [Cl:1]CC(O[C:6](=O)[CH2:7][Cl:8])=O.C(OC(=O)[NH:16][C:17]1[CH:22]=[CH:21][N:20]=[CH:19][C:18]=1[NH:23][CH2:24][CH3:25])(C)(C)C, predict the reaction product. (3) Given the reactants [F:1][C:2]1[CH:10]=[C:9]([OH:11])[CH:8]=[CH:7][C:3]=1[C:4]([OH:6])=[O:5].S(=O)(=O)(O)O.[CH3:17]O, predict the reaction product. The product is: [CH3:17][O:5][C:4](=[O:6])[C:3]1[CH:7]=[CH:8][C:9]([OH:11])=[CH:10][C:2]=1[F:1]. (4) Given the reactants [Cl:1]C[CH:3]=[CH:4][C:5]1[CH:10]=[CH:9][CH:8]=[CH:7][CH:6]=1.[CH2:11]([N:13]([CH2:16][CH3:17])[CH2:14][CH3:15])[CH3:12].[CH3:18]C(C)=O, predict the reaction product. The product is: [Cl-:1].[CH2:11]([N+:13]([CH2:18][C:10]1[CH:9]=[CH:8][CH:7]=[CH:6][C:5]=1[CH:4]=[CH2:3])([CH2:16][CH3:17])[CH2:14][CH3:15])[CH3:12]. (5) Given the reactants CS([O:5][CH2:6][CH2:7][CH2:8][C:9]1[O:13][C:12]([N:14]2[CH:18]=[CH:17][N:16]=[C:15]2[CH3:19])=[N:11][C:10]=1[C:20]1[CH:25]=[CH:24][C:23]([Cl:26])=[CH:22][CH:21]=1)(=O)=O.O[C:28]1[CH:37]=[CH:36][C:31]([C:32](OC)=[O:33])=[CH:30][CH:29]=1.C(=O)([O-])[O-].[K+].[K+].CN(C)C=O, predict the reaction product. The product is: [Cl:26][C:23]1[CH:24]=[CH:25][C:20]([C:10]2[N:11]=[C:12]([N:14]3[CH:18]=[CH:17][N:16]=[C:15]3[CH3:19])[O:13][C:9]=2[CH2:8][CH2:7][CH2:6][O:5][C:28]2[CH:37]=[CH:36][C:31]([CH2:32][OH:33])=[CH:30][CH:29]=2)=[CH:21][CH:22]=1. (6) Given the reactants Br[C:2]1[CH:7]=[CH:6][C:5]([Cl:8])=[C:4]([CH3:9])[C:3]=1[F:10].C([Mg]Cl)(C)C.C(O[B:20]1[O:24][C:23]([CH3:26])([CH3:25])[C:22]([CH3:28])([CH3:27])[O:21]1)(C)C, predict the reaction product. The product is: [Cl:8][C:5]1[CH:6]=[CH:7][C:2]([B:20]2[O:24][C:23]([CH3:26])([CH3:25])[C:22]([CH3:28])([CH3:27])[O:21]2)=[C:3]([F:10])[C:4]=1[CH3:9]. (7) Given the reactants [CH2:1]([O:3][C:4]1[CH:9]=[CH:8][C:7]([F:10])=[CH:6][CH:5]=1)[CH3:2].CN(C)CCN(C)CCN(C)C.[Li]CCCC.CN([CH:31]=[O:32])C, predict the reaction product. The product is: [CH2:1]([O:3][C:4]1[CH:5]=[CH:6][C:7]([F:10])=[C:8]([CH:9]=1)[CH:31]=[O:32])[CH3:2]. (8) Given the reactants [C:1]([O:5][C:6]([N:8]([C:36]([O:38][C:39]([CH3:42])([CH3:41])[CH3:40])=[O:37])[C:9]1[C:18]2[C:13](=[CH:14][C:15]([NH:19][CH:20]([C:25]3[CH:30]=[C:29]([CH2:31][CH3:32])[CH:28]=[C:27]([O:33][CH3:34])[C:26]=3[F:35])[C:21]([O:23]C)=[O:22])=[CH:16][CH:17]=2)[CH:12]=[CH:11][N:10]=1)=[O:7])([CH3:4])([CH3:3])[CH3:2].[OH-].[Na+], predict the reaction product. The product is: [C:1]([O:5][C:6]([N:8]([C:36]([O:38][C:39]([CH3:40])([CH3:42])[CH3:41])=[O:37])[C:9]1[C:18]2[C:13](=[CH:14][C:15]([NH:19][CH:20]([C:25]3[CH:30]=[C:29]([CH2:31][CH3:32])[CH:28]=[C:27]([O:33][CH3:34])[C:26]=3[F:35])[C:21]([OH:23])=[O:22])=[CH:16][CH:17]=2)[CH:12]=[CH:11][N:10]=1)=[O:7])([CH3:4])([CH3:2])[CH3:3]. (9) Given the reactants I[C:2]1[N:25]([S:26]([C:29]2[CH:34]=[CH:33][CH:32]=[CH:31][CH:30]=2)(=[O:28])=[O:27])[C:5]2=[N:6][CH:7]=[CH:8][C:9]([C:10]3[CH:11]=[CH:12][C:13]([O:18][CH:19]4[CH2:24][CH2:23][O:22][CH2:21][CH2:20]4)=[C:14]([CH:17]=3)[C:15]#[N:16])=[C:4]2[CH:3]=1.C([O-])([O-])=O.[K+].[K+].[O:41]1[CH2:46][CH:45]=[C:44](B2OC(C)(C)C(C)(C)O2)[CH2:43][CH2:42]1, predict the reaction product. The product is: [O:41]1[CH2:42][CH:43]=[C:44]([C:2]2[N:25]([S:26]([C:29]3[CH:30]=[CH:31][CH:32]=[CH:33][CH:34]=3)(=[O:27])=[O:28])[C:5]3=[N:6][CH:7]=[CH:8][C:9]([C:10]4[CH:11]=[CH:12][C:13]([O:18][CH:19]5[CH2:20][CH2:21][O:22][CH2:23][CH2:24]5)=[C:14]([CH:17]=4)[C:15]#[N:16])=[C:4]3[CH:3]=2)[CH2:45][CH2:46]1. (10) Given the reactants [NH:1]1[C:9]2[C:4](=[CH:5][CH:6]=[CH:7][CH:8]=2)[CH:3]=[C:2]1[C:10]1[C:11](=[O:22])[NH:12][N:13]=[C:14]([C:16]2[CH:21]=[CH:20][N:19]=[CH:18][CH:17]=2)[CH:15]=1.C1C(=O)N([I:30])C(=O)C1, predict the reaction product. The product is: [I:30][C:3]1[C:4]2[C:9](=[CH:8][CH:7]=[CH:6][CH:5]=2)[NH:1][C:2]=1[C:10]1[C:11](=[O:22])[NH:12][N:13]=[C:14]([C:16]2[CH:21]=[CH:20][N:19]=[CH:18][CH:17]=2)[CH:15]=1.